From a dataset of Full USPTO retrosynthesis dataset with 1.9M reactions from patents (1976-2016). Predict the reactants needed to synthesize the given product. (1) Given the product [Br:1][CH2:2][C:3]([N:5]1[CH2:6][CH2:8][CH2:11][CH2:10][CH2:14]1)=[O:4], predict the reactants needed to synthesize it. The reactants are: [Br:1][CH2:2][C:3]([NH:5][CH:6]([CH3:8])C)=[O:4].Br[CH2:10][C:11](Br)=O.[CH2:14](Cl)Cl. (2) Given the product [Cl:46][C:43]1[CH:44]=[CH:45][C:40]([C:38]2[C:37]3[CH:47]=[C:48]([O:51][CH3:52])[CH:49]=[CH:50][C:36]=3[N:35]3[C:53]([CH3:56])=[N:54][N:55]=[C:34]3[C@H:33]([CH2:32][C:31]([NH:30][CH2:29][CH2:28][CH2:27][CH2:26][CH2:25][NH:24][C:7]([C:6]3[CH:5]=[C:4]([B:1]([OH:2])[OH:3])[CH:12]=[CH:11][CH:10]=3)=[O:9])=[O:57])[N:39]=2)=[CH:41][CH:42]=1, predict the reactants needed to synthesize it. The reactants are: [B:1]([C:4]1[CH:5]=[C:6]([CH:10]=[CH:11][CH:12]=1)[C:7]([OH:9])=O)([OH:3])[OH:2].CCN=C=NCCCN(C)C.[NH2:24][CH2:25][CH2:26][CH2:27][CH2:28][CH2:29][NH:30][C:31](=[O:57])[CH2:32][C@@H:33]1[N:39]=[C:38]([C:40]2[CH:45]=[CH:44][C:43]([Cl:46])=[CH:42][CH:41]=2)[C:37]2[CH:47]=[C:48]([O:51][CH3:52])[CH:49]=[CH:50][C:36]=2[N:35]2[C:53]([CH3:56])=[N:54][N:55]=[C:34]12.ClC1C=CC(C2C3C=C(OC)C=CC=3N3C(C)=NN=C3[C@H](CC(NCCNC(C3C=CC(B(O)O)=CC=3)=O)=O)N=2)=CC=1. (3) Given the product [Br:11][C:9]1[CH:8]=[N:7][C:6]2=[C:2]([NH:16][CH2:15][CH2:14][O:13][CH3:12])[S:3][N:4]=[C:5]2[CH:10]=1, predict the reactants needed to synthesize it. The reactants are: Br[C:2]1[S:3][N:4]=[C:5]2[CH:10]=[C:9]([Br:11])[CH:8]=[N:7][C:6]=12.[CH3:12][O:13][CH2:14][CH2:15][NH2:16]. (4) Given the product [CH2:10]([NH:12][CH2:8][C:5]1[CH:4]=[N:3][N:2]([CH3:1])[C:6]=1[CH3:7])[CH3:11], predict the reactants needed to synthesize it. The reactants are: [CH3:1][N:2]1[C:6]([CH3:7])=[C:5]([CH:8]=O)[CH:4]=[N:3]1.[CH2:10]([NH2:12])[CH3:11].